Dataset: Peptide-MHC class I binding affinity with 185,985 pairs from IEDB/IMGT. Task: Regression. Given a peptide amino acid sequence and an MHC pseudo amino acid sequence, predict their binding affinity value. This is MHC class I binding data. (1) The peptide sequence is AQREIFSAW. The MHC is HLA-A24:02 with pseudo-sequence HLA-A24:02. The binding affinity (normalized) is 0.662. (2) The peptide sequence is KMFNRASYF. The MHC is HLA-A03:01 with pseudo-sequence HLA-A03:01. The binding affinity (normalized) is 0.851. (3) The peptide sequence is TPGPGVRYPL. The MHC is HLA-B07:02 with pseudo-sequence HLA-B07:02. The binding affinity (normalized) is 0.706. (4) The MHC is HLA-B08:01 with pseudo-sequence HLA-B08:01. The peptide sequence is ESSVKEKDM. The binding affinity (normalized) is 0.0847. (5) The peptide sequence is APAWSRRTL. The MHC is HLA-B54:01 with pseudo-sequence HLA-B54:01. The binding affinity (normalized) is 0.203. (6) The peptide sequence is THEANTMAM. The MHC is HLA-A31:01 with pseudo-sequence HLA-A31:01. The binding affinity (normalized) is 0.0847.